The task is: Predict the product of the given reaction.. This data is from Forward reaction prediction with 1.9M reactions from USPTO patents (1976-2016). Given the reactants [C:1]1([CH2:13][C:14]#[N:15])[CH:2]=[N:3][N:4]2[CH:9]=[CH:8][C:7]3[O:10][CH:11]=[CH:12][C:6]=3[C:5]=12, predict the reaction product. The product is: [C:1]1([CH2:13][CH2:14][NH2:15])[CH:2]=[N:3][N:4]2[CH:9]=[CH:8][C:7]3[O:10][CH:11]=[CH:12][C:6]=3[C:5]=12.